Dataset: Forward reaction prediction with 1.9M reactions from USPTO patents (1976-2016). Task: Predict the product of the given reaction. (1) Given the reactants [CH2:1]([O:5][C:6]([N:8]1[CH2:13][CH2:12][N:11]([C:14](=[O:46])[C@@H:15]([NH:28]C(OCC2C3C=CC=CC=3C3C2=CC=CC=3)=O)[CH2:16][CH2:17][CH2:18][CH2:19][O:20][CH2:21][C:22]2[CH:27]=[CH:26][CH:25]=[CH:24][CH:23]=2)[CH2:10][CH2:9]1)=[O:7])[CH2:2][CH2:3][CH3:4].N1CCOCC1, predict the reaction product. The product is: [CH2:1]([O:5][C:6]([N:8]1[CH2:9][CH2:10][N:11]([C:14](=[O:46])[C@@H:15]([NH2:28])[CH2:16][CH2:17][CH2:18][CH2:19][O:20][CH2:21][C:22]2[CH:23]=[CH:24][CH:25]=[CH:26][CH:27]=2)[CH2:12][CH2:13]1)=[O:7])[CH2:2][CH2:3][CH3:4]. (2) The product is: [C:12]([C:2]1[S:3][CH:4]=[CH:5][C:6]=1[C:7]([O:9][CH3:10])=[O:8])#[N:13]. Given the reactants Br[C:2]1[S:3][CH:4]=[CH:5][C:6]=1[C:7]([O:9][CH3:10])=[O:8].[Cu](C#N)[C:12]#[N:13], predict the reaction product.